This data is from Experimentally validated miRNA-target interactions with 360,000+ pairs, plus equal number of negative samples. The task is: Binary Classification. Given a miRNA mature sequence and a target amino acid sequence, predict their likelihood of interaction. (1) The miRNA is hsa-miR-548b-3p with sequence CAAGAACCUCAGUUGCUUUUGU. The protein sequence of the target gene is MNGRVDYLVTEEEINLTRGPSGLGFNIVGGTDQQYVSNDSGIYVSRIKEDGAAAQDGRLQEGDKILSVNGQDLKNLLHQDAVDLFRNAGCAVSLRVQHRLPVQNGPIVHRGEGEPSGVPVAMVLLPVFALTMVAVWAFVRYRKQL. Result: 0 (no interaction). (2) The miRNA is hsa-miR-6753-5p with sequence CACCAGGGCAGAGCAGGGCUGA. The protein sequence of the target gene is MEEEKYLPELMAEKDSLDPSFVHASRLLAEEIEKFQGSDGKKEDEEKKYLDVISNKNIKLSERVLIPVKQYPKFNFVGKLLGPRGNSLKRLQEETGAKMSILGKGSMRDKAKEEELRKSGEAKYAHLSDELHVLIEVFAPPGEAYSRMSHALEEIKKFLVPDYNDEIRQEQLRELSYLNGSEDSGRGRGIRGRGIRIAPTAPSRGRGGAIPPPPPPGRGVLTPRGSTVTRGALPVPPVARGVPTPRARGAPTVPGYRAPPPPAHEAYEEYGYDDGYGGEYDDQTYETYDNSYATQTQSVP.... Result: 0 (no interaction). (3) The miRNA is hsa-miR-744-5p with sequence UGCGGGGCUAGGGCUAACAGCA. The protein sequence of the target gene is MDCCTENACSKPDDDILDIPLDDPGANAAAAKIQASFRGHMARKKIKSGERGRKGPGPGGPGGAGVARGGAGGGPSGD. Result: 1 (interaction). (4) The miRNA is hsa-miR-1224-3p with sequence CCCCACCUCCUCUCUCCUCAG. The protein sequence of the target gene is MPEWPPCLSVAPALVITMAAGKGAPLSPSAENRWRLSEPELGRGCKPVLLEKTNRLGPEAAVGRAGRDVGSAELALLVAPGKPRPGKPLPPKTRGEQRQSAFTELPRMKDRQVDAQAQEREHDDPTGQPGAPQLTQNIPRGPAGSKVFSVWPSGARSEQRSAFSKPTKRPAERPELTSVFPAGESADALGELSGLLNTTDLACWGRLSTPKLLVGDLWNLQALPQNAPLCSTFLGAPTLWLEHTQAQVPPPSSSSTTSWALLPPTLTSLGLSTQNWCAKCNLSFRLTSDLVFHMRSHHKK.... Result: 0 (no interaction). (5) The miRNA is mmu-miR-466f-3p with sequence CAUACACACACACAUACACAC. The protein sequence of the target gene is MAEPRRVAFISLSPVRRREADFAGAEREPPRLEPQPYREPARAEPAPRADAQPPARDKPLPQREVSRAEPPMALQREPPRPEPPPPPLPLQTPPPRESASRAEPPPRPPKETVRLELVLKDPTDESCVEFSYPELLLCGEQRKKLVHTEDPFTDEHKERQEVEMLAKKFEMKYGGKARKHRKDRLQDLIDIGFGYDETDPFIDNSEAYDELVPASLTTKYGGFYINTGTLQFRQASDTEEDDFTDNQKHKPPKVPKIKEDDIEVKKRKRKEEGEKEKKPRKKVPKQLGVVALNSHKSEKK.... Result: 1 (interaction). (6) The miRNA is mmu-miR-132-3p with sequence UAACAGUCUACAGCCAUGGUCG. The protein sequence of the target gene is MDALKSAGRALIRSPSLAKQSWAGGRHRKLPENWTDTRETLLEGMVFSLKYLGMTLVERPKGEELSAAAVKRIVATAKASGKKLQKVTLKVSPRGIILTDSLTSQLIENVSIYRISYCTADKMHDKVFAYIAQSQQNESLECHAFLCTKRKVAQAVTLTVAQAFKVAFEFWQVSKEEKEKREKANQEGGDVPGTRRDSTPSLKTLVATGNLLDLEEVAKAPLSTVSANTNNVDETPRPQVLGNNSVVWELDDGLDEAFSRLAQSRTNPQVLDTGLSAQDIHYAQCLSPTDWDKPDSSGID.... Result: 0 (no interaction). (7) The miRNA is hsa-miR-527 with sequence CUGCAAAGGGAAGCCCUUUC. The protein sequence of the target gene is MPREDRATWKSNYFLKIIQLLDDYPKCFIVGADNVGSKQMQQIRMSLRGKAVVLMGKNTMMRKAIRGHLENNPALEKLLPHIRGNVGFVFTKEDLTEIRDMLLANKVPAAARAGAIAPCEVTVPAQNTGLGPEKTSFFQALGITTKISRGTIEILSDVQLIKTGDKVGASEATLLNMLNISPFSFGLVIQQVFDNGSIYNPEVLDITEETLHSRFLEGVRNVASVCLQIGYPTVASVPHSIINGYKRVLALSVETDYTFPLAEKVKAFLADPSAFVAAAPVAAATTAAPAAAAAPAKVEA.... Result: 1 (interaction). (8) The miRNA is hsa-miR-30e-3p with sequence CUUUCAGUCGGAUGUUUACAGC. The protein sequence of the target gene is MSIEIPAGLTELLQGFTVEVLRHQPADLLEFALQHFTRLQQENERKGAARFGHEGRTWGDAGAAAGGGIPSKGVNFAEEPMRSDSENGEEEEAAEAGAFNAPVINRFTRRASVCAEAYNPDEEEDDAESRIIHPKTDDQRNRLQEACKDILLFKNLDPEQMSQVLDAMFEKLVKEGEHVIDQGDDGDNFYVIDRGTFDIYVKCDGVGRCVGNYDNRGSFGELALMYNTPRAATITATSPGALWGLDRVTFRRIIVKNNAKKRKMYESFIESLPFLKSLEVSERLKVVDVIGTKVYNDGEQ.... Result: 0 (no interaction). (9) The miRNA is hsa-miR-491-5p with sequence AGUGGGGAACCCUUCCAUGAGG. The protein sequence of the target gene is MAAIGVHLGCTSACVAVYKDGRAGVVANDAGDRVTPAVVAYSENEEIVGLAAKQSRIRNISNTVMKVKQILGRSSSDPQAQKYIAESKCLVIEKNGKLRYEIDTGEETKFVNPEDVARLIFSKMKETAHSVLGSDANDVVITVPFDFGEKQKNALGEAARAAGFNVLRLIHEPSAALLAYGIGQDSPTGKSNILVFKLGGTSLSLSVMEVNSGIYRVLSTNTDDNIGGAHFTETLAQYLASEFQRSFKHDVRGNARAMMKLTNSAEVAKHSLSTLGSANCFLDSLYEGQDFDCNVSRARF.... Result: 1 (interaction).